Predict which catalyst facilitates the given reaction. From a dataset of Catalyst prediction with 721,799 reactions and 888 catalyst types from USPTO. Product: [CH:14]1([CH2:12][NH:11][C:8]2[CH:7]=[CH:6][C:5]([S:2]([CH3:1])(=[O:4])=[O:3])=[CH:10][CH:9]=2)[CH2:15][CH2:16][CH2:17][CH2:18]1. Reactant: [CH3:1][S:2]([C:5]1[CH:10]=[CH:9][C:8]([NH:11][C:12]([CH:14]2[CH2:18][CH2:17][CH2:16][CH2:15]2)=O)=[CH:7][CH:6]=1)(=[O:4])=[O:3].CO.O.CCOC(C)=O. The catalyst class is: 1.